From a dataset of NCI-60 drug combinations with 297,098 pairs across 59 cell lines. Regression. Given two drug SMILES strings and cell line genomic features, predict the synergy score measuring deviation from expected non-interaction effect. (1) Drug 1: CC1=C(C(=O)C2=C(C1=O)N3CC4C(C3(C2COC(=O)N)OC)N4)N. Drug 2: B(C(CC(C)C)NC(=O)C(CC1=CC=CC=C1)NC(=O)C2=NC=CN=C2)(O)O. Cell line: RXF 393. Synergy scores: CSS=33.8, Synergy_ZIP=2.43, Synergy_Bliss=1.03, Synergy_Loewe=-29.3, Synergy_HSA=-5.09. (2) Drug 1: C1=CC(=CC=C1CCCC(=O)O)N(CCCl)CCCl. Drug 2: CN1C2=C(C=C(C=C2)N(CCCl)CCCl)N=C1CCCC(=O)O.Cl. Cell line: UACC-257. Synergy scores: CSS=-5.92, Synergy_ZIP=-1.92, Synergy_Bliss=-8.54, Synergy_Loewe=-16.4, Synergy_HSA=-11.8. (3) Drug 1: CNC(=O)C1=NC=CC(=C1)OC2=CC=C(C=C2)NC(=O)NC3=CC(=C(C=C3)Cl)C(F)(F)F. Drug 2: CN(C(=O)NC(C=O)C(C(C(CO)O)O)O)N=O. Cell line: SF-295. Synergy scores: CSS=6.60, Synergy_ZIP=-3.51, Synergy_Bliss=-3.52, Synergy_Loewe=-0.445, Synergy_HSA=-1.44. (4) Drug 1: COC1=C(C=C2C(=C1)N=CN=C2NC3=CC(=C(C=C3)F)Cl)OCCCN4CCOCC4. Drug 2: C1C(C(OC1N2C=NC3=C(N=C(N=C32)Cl)N)CO)O. Cell line: KM12. Synergy scores: CSS=23.0, Synergy_ZIP=-1.84, Synergy_Bliss=-0.687, Synergy_Loewe=7.03, Synergy_HSA=5.51. (5) Drug 2: CC12CCC3C(C1CCC2OP(=O)(O)O)CCC4=C3C=CC(=C4)OC(=O)N(CCCl)CCCl.[Na+]. Drug 1: C1=NC2=C(N=C(N=C2N1C3C(C(C(O3)CO)O)F)Cl)N. Synergy scores: CSS=26.3, Synergy_ZIP=-8.01, Synergy_Bliss=-7.16, Synergy_Loewe=-8.41, Synergy_HSA=-6.33. Cell line: SK-MEL-5. (6) Drug 1: CC12CCC3C(C1CCC2O)C(CC4=C3C=CC(=C4)O)CCCCCCCCCS(=O)CCCC(C(F)(F)F)(F)F. Drug 2: COCCOC1=C(C=C2C(=C1)C(=NC=N2)NC3=CC=CC(=C3)C#C)OCCOC.Cl. Cell line: OVCAR-4. Synergy scores: CSS=8.48, Synergy_ZIP=-4.13, Synergy_Bliss=-1.62, Synergy_Loewe=1.26, Synergy_HSA=1.50. (7) Drug 2: CN(CCCl)CCCl.Cl. Drug 1: CC1=C(N=C(N=C1N)C(CC(=O)N)NCC(C(=O)N)N)C(=O)NC(C(C2=CN=CN2)OC3C(C(C(C(O3)CO)O)O)OC4C(C(C(C(O4)CO)O)OC(=O)N)O)C(=O)NC(C)C(C(C)C(=O)NC(C(C)O)C(=O)NCCC5=NC(=CS5)C6=NC(=CS6)C(=O)NCCC[S+](C)C)O. Synergy scores: CSS=60.1, Synergy_ZIP=-0.859, Synergy_Bliss=-0.919, Synergy_Loewe=-3.99, Synergy_HSA=2.88. Cell line: ACHN. (8) Drug 1: CC1=C2C(C(=O)C3(C(CC4C(C3C(C(C2(C)C)(CC1OC(=O)C(C(C5=CC=CC=C5)NC(=O)OC(C)(C)C)O)O)OC(=O)C6=CC=CC=C6)(CO4)OC(=O)C)O)C)O. Drug 2: CC(C)NC(=O)C1=CC=C(C=C1)CNNC.Cl. Cell line: SF-295. Synergy scores: CSS=5.58, Synergy_ZIP=-1.27, Synergy_Bliss=-0.0301, Synergy_Loewe=-8.61, Synergy_HSA=-1.54.